The task is: Predict the product of the given reaction.. This data is from Forward reaction prediction with 1.9M reactions from USPTO patents (1976-2016). (1) Given the reactants Cl.Cl[CH2:3][CH2:4][N:5]1[CH2:10][CH2:9][O:8][CH2:7][CH2:6]1.[OH-].[K+].[CH3:13][O:14][C:15]1[CH:16]=[C:17]2[C:21](=[CH:22][CH:23]=1)[NH:20][C:19]([CH3:24])=[CH:18]2, predict the reaction product. The product is: [CH3:13][O:14][C:15]1[CH:16]=[C:17]2[C:21](=[CH:22][CH:23]=1)[N:20]([CH2:3][CH2:4][N:5]1[CH2:10][CH2:9][O:8][CH2:7][CH2:6]1)[C:19]([CH3:24])=[CH:18]2. (2) Given the reactants [CH3:1][C:2]1[N:3]([C:16]2[CH:21]=[CH:20][NH:19][C:18](=[O:22])[CH:17]=2)[CH:4]=[C:5]([C:7]#[C:8][C:9]2[CH:10]=[C:11]([CH3:15])[CH:12]=[CH:13][CH:14]=2)[N:6]=1.Br[CH2:24][C:25]([O:27][CH2:28][CH3:29])=[O:26], predict the reaction product. The product is: [CH2:28]([O:27][C:25](=[O:26])[CH2:24][N:19]1[CH:20]=[CH:21][C:16]([N:3]2[CH:4]=[C:5]([C:7]#[C:8][C:9]3[CH:10]=[C:11]([CH3:15])[CH:12]=[CH:13][CH:14]=3)[N:6]=[C:2]2[CH3:1])=[CH:17][C:18]1=[O:22])[CH3:29]. (3) Given the reactants I[C:2]1[C:3]([NH2:9])=[N:4][C:5]([NH2:8])=[CH:6][CH:7]=1.C(O)C.C(=O)([O-])[O-].[Na+].[Na+].CC1(C)C(C)(C)OB([C:27]2[CH:28]=[N:29][N:30]([C:32]([C:45]3[CH:50]=[CH:49][CH:48]=[CH:47][CH:46]=3)([C:39]3[CH:44]=[CH:43][CH:42]=[CH:41][CH:40]=3)[C:33]3[CH:38]=[CH:37][CH:36]=[CH:35][CH:34]=3)[CH:31]=2)O1, predict the reaction product. The product is: [C:32]([N:30]1[CH:31]=[C:27]([C:2]2[C:3]([NH2:9])=[N:4][C:5]([NH2:8])=[CH:6][CH:7]=2)[CH:28]=[N:29]1)([C:39]1[CH:40]=[CH:41][CH:42]=[CH:43][CH:44]=1)([C:45]1[CH:50]=[CH:49][CH:48]=[CH:47][CH:46]=1)[C:33]1[CH:34]=[CH:35][CH:36]=[CH:37][CH:38]=1. (4) The product is: [ClH:36].[F:1][C:2]1[C:7]([CH3:8])=[CH:6][C:5]2[N:9]([CH:10]3[CH2:15][CH2:14][N:13]([C@H:16]4[CH2:21][CH2:20][C@H:19]([O:22][CH:23]([CH3:24])[CH3:25])[CH2:18][CH2:17]4)[CH2:12][CH2:11]3)[C:37](=[O:39])[NH:26][C:4]=2[CH:3]=1. Given the reactants [F:1][C:2]1[CH:3]=[C:4]([NH2:26])[C:5]([NH:9][CH:10]2[CH2:15][CH2:14][N:13]([C@H:16]3[CH2:21][CH2:20][C@H:19]([O:22][CH:23]([CH3:25])[CH3:24])[CH2:18][CH2:17]3)[CH2:12][CH2:11]2)=[CH:6][C:7]=1[CH3:8].C(N(C(C)C)CC)(C)C.[Cl:36][C:37](Cl)([O:39]C(=O)OC(Cl)(Cl)Cl)Cl.C([O-])(O)=O.[Na+], predict the reaction product. (5) Given the reactants CON(C)[C:4]([C@@H:6]1[O:11][CH2:10][CH2:9][N:8]([C:12]([O:14][C:15]([CH3:18])([CH3:17])[CH3:16])=[O:13])[CH2:7]1)=[O:5].[CH3:20][O:21][CH2:22][CH2:23][CH2:24][CH2:25][Mg]Cl, predict the reaction product. The product is: [CH3:20][O:21][CH2:22][CH2:23][CH2:24][CH2:25][C:4]([C@@H:6]1[O:11][CH2:10][CH2:9][N:8]([C:12]([O:14][C:15]([CH3:16])([CH3:17])[CH3:18])=[O:13])[CH2:7]1)=[O:5]. (6) Given the reactants [C:1]1([CH:7]([C:30]2[CH:35]=[CH:34][CH:33]=[CH:32][CH:31]=2)[N:8]2[C:16]3[C:11](=[CH:12][CH:13]=[CH:14][CH:15]=3)[C:10]([C:19]3[C:20](O)=[CH:21][C:22]4[O:26][CH2:25][CH2:24][C:23]=4[CH:27]=3)([CH2:17][OH:18])[C:9]2=[O:29])[CH:6]=[CH:5][CH:4]=[CH:3][CH:2]=1.C1(CCN2C3C(=CC=CC=3)C(C3C(O)=CC4OCOC=4C=3)(CO)C2=O)CC1, predict the reaction product. The product is: [C:1]1([CH:7]([C:30]2[CH:35]=[CH:34][CH:33]=[CH:32][CH:31]=2)[N:8]2[C:16]3[C:11](=[CH:12][CH:13]=[CH:14][CH:15]=3)[C:10]3([CH2:17][O:18][C:20]4[CH:21]=[C:22]5[C:23](=[CH:27][C:19]3=4)[CH2:24][CH2:25][O:26]5)[C:9]2=[O:29])[CH:6]=[CH:5][CH:4]=[CH:3][CH:2]=1. (7) Given the reactants [Br:1][C:2]1[CH:3]=[C:4]([OH:9])[CH:5]=[C:6]([I:8])[CH:7]=1.[CH3:10]I, predict the reaction product. The product is: [Br:1][C:2]1[CH:3]=[C:4]([O:9][CH3:10])[CH:5]=[C:6]([I:8])[CH:7]=1.